Dataset: Forward reaction prediction with 1.9M reactions from USPTO patents (1976-2016). Task: Predict the product of the given reaction. Given the reactants [F:1][C:2]1[CH:7]=[C:6](F)[C:5]([F:9])=[CH:4][C:3]=1[N+:10]([O-:12])=[O:11].[F:13][C:14]1[CH:15]=[C:16]([CH:19]=[CH:20][CH:21]=1)[CH2:17][OH:18], predict the reaction product. The product is: [F:9][C:5]1[CH:4]=[C:3]([N+:10]([O-:12])=[O:11])[C:2]([F:1])=[CH:7][C:6]=1[O:18][CH2:17][C:16]1[CH:19]=[CH:20][CH:21]=[C:14]([F:13])[CH:15]=1.